Dataset: Drug-target binding data from BindingDB using IC50 measurements. Task: Regression. Given a target protein amino acid sequence and a drug SMILES string, predict the binding affinity score between them. We predict pIC50 (pIC50 = -log10(IC50 in M); higher means more potent). Dataset: bindingdb_ic50. (1) The small molecule is O=S(=O)(c1ccc(Cl)cc1)C12CCC[C@]3(CCN(S(=O)(=O)C(F)(F)F)C3)C1COc1c(F)ccc(F)c12. The target protein sequence is DAEFRHDSGYEVHHQKLVFFAEDVGSNKGAIIGLMVGGVV. The pIC50 is 7.6. (2) The small molecule is CC1=C(N2CCN(CCCN(C)C)CC2)C(=O)c2ccccc2C1=O. The target protein sequence is MMSKIFDLVVIGAGSGGLEAAWNAATLYKKRVAVIDVQMVHGPPFFSALGGTCVNVGCVPKKLMVTGAQYMEHLRESAGFGWEFDRTTLRAEWKKLIAVKDEAVLNINKSYEEMFRDTEGLEFFLGWGSLESKNVVNVRESADPASAVKERLETENILLASGSWPHMPNIPGIEHCISSNEAFYLPEPPRRVLTVGGGFISVEFAGIFNAYKPKDGQVTLCYRGEMILRGFDHTLREELTKQLTANGIQILTKENPAKVELNADGSKSVTFESGKKMDFDLVMMAIGRSPRTKDLQLQNAGVMIKNGGVQVDEYSRTNVSNIYAIGDVTNRVMLTPVAINEAAALVDTVFGTNPRKTDHTRVASAVFSIPPIGTCGLIEEVASKRYEVVAVYLSSFTPLMHNISGSKYKTFVAKIITNHSDGTVLGVHLLGDNAPEIIQGVGICLKLNAKISDFYNTIGVHPTSAEELCSMRTPSYYYVKGEKMEKPSEASL. The pIC50 is 4.2. (3) The small molecule is C[C@H](NC(=O)[C@H](CCCCN)NC(=O)[C@H](CCCNC(=N)N)NC(=O)c1ccccc1)C(N)=O. The target protein sequence is MNNQRKKARNTPFNMLKRERNRVSTVQQLTKRFSLGMLQGRGPLKLFMALVAFLRFLTIPPTAGILKRWGTIKKSKAINVLRGFRKEIGRMLNILNRRRRTAGIIIMMIPTVMAFHLTTRNGEPHMIVSRQEKGKSLLFKTENGVNMCTLMAMDLGELCEDTITYNCPLLRQNEPEDIDCGCHSTSTWVTYGTCTATGEHRREKRSVALVPHVGMGLETRTETWMSSEGAWKHAQRIETWVLRHPGFTIMAAILAYTIGTTYFQRVLIFILLTAVTPSMTMRCIGISNRDFVEGVSGGSWVDIVLEHGSCVTTMAKNKPTLDFELVKTEAKHPATLRKYCIEAKLTNTTTASRCPTQGEPSLNEEQDKRFVCKHSMVDRGWGNGCGLFGKGGIVTCAMFTCKKNMEGKVVQPENLEYTIVITPHSGEENAVGNDTGKHGKEIKVTPQSSITEAELTGYGTVTMECSPRTGLDFNEMVLLQMENKAWLVHRQWFLDLPLPW.... The pIC50 is 4.5. (4) The small molecule is CCCCCCCCNC(=O)n1cc(F)c(=O)n(C(=O)OC)c1=O. The target protein (Q6P7S1) has sequence MLGRSLLTWVLAAAVTCAQAQQVPPWTEDCRKSTYPPSGPTYRGPVPWYTINLDLPPYKRWHELLAHKAPVLRTLVNSISNLVNAFVPSGKIMQMVDEKLPGLIGSIPGPFGEEMRGIADVTGIPLGEIISFNIFYELFTMCTSIITEDGKGHLLHGRNMDFGIFLGWNINNNTWVVTEELKPLTVNLDFQRNNKTVFKATSFAGYVGMLTGFKPGLLSLTLNERFSLNGGYLGILEWMFGKKNAQWVGFITRSVLENSTSYEEAKNILTKTKITAPAYFILGGNQSGEGCVITRERKESLDVYELDPKHGRWYVVQTNYDRWKNTLFLDDRRTPAKKCLNHTTQKNLSFATIYDVLSTKPVLNKLTVFTTLIDVTKDQFESHLRDCPDPCIGW. The pIC50 is 8.4. (5) The pIC50 is 8.0. The drug is NS(=O)(=O)OC[C@H]1C[C@@H](Nc2ccnc3cc(-c4cc(F)c5ccccc5c4)nn23)[C@H](O)[C@@H]1O. The target protein (P51965) has sequence MSDDDSRASTSSSSSSSSNQQTEKETNTPKKKESKVSMSKNSKLLSTSAKRIQKELADITLDPPPNCSAGPKGDNIYEWRSTILGPPGSVYEGGVFFLDITFTPEYPFKPPKVTFRTRIYHCNINSQGVICLDILKDNWSPALTISKVLLSICSLLTDCNPADPLVGSIATQYMTNRAEHDRMARQWTKRYAT. (6) The small molecule is Cc1cc(Nc2ncc(Cl)c(Nc3ccccc3S(=O)(=O)C(C)C)n2)c(OC(C)C)cc1C1CCNCC1. The target protein (P41212) has sequence MSETPAQCSIKQERISYTPPESPVPSYASSTPLHVPVPRALRMEEDSIRLPAHLRLQPIYWSRDDVAQWLKWAENEFSLRPIDSNTFEMNGKALLLLTKEDFRYRSPHSGDVLYELLQHILKQRKPRILFSPFFHPGNSIHTQPEVILHQNHEEDNCVQRTPRPSVDNVHHNPPTIELLHRSRSPITTNHRPSPDPEQRPLRSPLDNMIRRLSPAERAQGPRPHQENNHQESYPLSVSPMENNHCPASSESHPKPSSPRQESTRVIQLMPSPIMHPLILNPRHSVDFKQSRLSEDGLHREGKPINLSHREDLAYMNHIMVSVSPPEEHAMPIGRIADCRLLWDYVYQLLSDSRYENFIRWEDKESKIFRIVDPNGLARLWGNHKNRTNMTYEKMSRALRHYYKLNIIRKEPGQRLLFRFMKTPDEIMSGRTDRLEHLESQELDEQIYQEDEC. The pIC50 is 5.5.